Dataset: Catalyst prediction with 721,799 reactions and 888 catalyst types from USPTO. Task: Predict which catalyst facilitates the given reaction. Reactant: C([SiH2][O:6][C:7](C)(C)[C@@H:8]1[CH2:12][NH:11][CH2:10][C@H:9]1[CH2:13][N:14]([CH2:24][CH:25]([CH3:27])[CH3:26])[S:15]([C:18]1[CH:23]=[CH:22][CH:21]=[CH:20][CH:19]=1)(=[O:17])=[O:16])(C)(C)C.CC#N.O.CC#N. Product: [OH:6][CH2:7][C@@H:8]1[CH2:12][NH:11][CH2:10][C@H:9]1[CH2:13][N:14]([CH2:24][CH:25]([CH3:27])[CH3:26])[S:15]([C:18]1[CH:23]=[CH:22][CH:21]=[CH:20][CH:19]=1)(=[O:17])=[O:16]. The catalyst class is: 6.